Dataset: Forward reaction prediction with 1.9M reactions from USPTO patents (1976-2016). Task: Predict the product of the given reaction. (1) Given the reactants [CH:1]([C:4]1[N:5]=[C:6]([CH2:9][CH2:10][C:11]2[CH:31]=[CH:30][N:14]3[C:15](=[O:29])[C:16](/[CH:19]=[C:20](\[CH3:28])/[C:21]([O:23]C(C)(C)C)=[O:22])=[CH:17][N:18]=[C:13]3[CH:12]=2)[S:7][CH:8]=1)([CH3:3])[CH3:2], predict the reaction product. The product is: [CH:1]([C:4]1[N:5]=[C:6]([CH2:9][CH2:10][C:11]2[CH:31]=[CH:30][N:14]3[C:15](=[O:29])[C:16](/[CH:19]=[C:20](\[CH3:28])/[C:21]([OH:23])=[O:22])=[CH:17][N:18]=[C:13]3[CH:12]=2)[S:7][CH:8]=1)([CH3:3])[CH3:2]. (2) Given the reactants [F:1][C:2]([F:9])([F:8])[C:3](=O)[CH2:4][C:5]#[N:6].[C:10]1([NH:16][NH2:17])[CH:15]=[CH:14][CH:13]=[CH:12][CH:11]=1, predict the reaction product. The product is: [C:10]1([N:16]2[C:5]([NH2:6])=[CH:4][C:3]([C:2]([F:9])([F:8])[F:1])=[N:17]2)[CH:15]=[CH:14][CH:13]=[CH:12][CH:11]=1. (3) Given the reactants [NH2:1][C:2]1[C:3]2[N:4]([C:8]([C@@H:26]3[CH2:30][CH2:29][CH2:28][N:27]3C(OCC3C=CC=CC=3)=O)=[N:9][C:10]=2[C:11]2[CH:16]=[CH:15][C:14]([C:17](=[O:25])[NH:18][C:19]3[CH:24]=[CH:23][CH:22]=[CH:21][N:20]=3)=[CH:13][CH:12]=2)[CH:5]=[CH:6][N:7]=1.Br.C(O)(=O)C, predict the reaction product. The product is: [NH2:1][C:2]1[C:3]2[N:4]([C:8]([C@@H:26]3[CH2:30][CH2:29][CH2:28][NH:27]3)=[N:9][C:10]=2[C:11]2[CH:16]=[CH:15][C:14]([C:17]([NH:18][C:19]3[CH:24]=[CH:23][CH:22]=[CH:21][N:20]=3)=[O:25])=[CH:13][CH:12]=2)[CH:5]=[CH:6][N:7]=1. (4) Given the reactants C([C:3]1[CH:4]=[C:5]([CH:29]=[CH:30][CH:31]=1)[CH2:6][N:7]1[CH:11]=[C:10]([NH:12][C:13]([C:15]2[C:23]3CC[CH:20]([C:24]4[CH:25]=[N:26][NH:27][CH:28]=4)[CH2:19][C:18]=3NN=2)=[O:14])[CH:9]=[N:8]1)#N.[CH3:32][Si](C)(C)CCOCN1C2CC3(CC3)CCC=2C(C(O)=O)=N1.NC1C=NN(CC2C=C(C=CC=2)C#N)C=1.C(N1C=C(N)C=N1)C1C=CC=CC=1, predict the reaction product. The product is: [CH2:6]([N:7]1[CH:11]=[C:10]([NH:12][C:13]([CH:15]2[C:18]3([CH2:32][C:28]4[NH:27][N:26]=[CH:25][C:24]=4[CH2:20][CH2:19]3)[CH2:23]2)=[O:14])[CH:9]=[N:8]1)[C:5]1[CH:29]=[CH:30][CH:31]=[CH:3][CH:4]=1. (5) The product is: [Cl:1][C:2]1[CH:3]=[CH:4][C:5]([C:23]#[N:24])=[C:6]([C:8]2[C:13]([O:14][CH3:15])=[CH:12][N:11]([CH:16]([CH2:20][CH3:21])[C:17]([NH:25][C:26]3[CH:35]=[CH:34][C:29]4[NH:30][C:31](=[O:33])[NH:32][C:28]=4[CH:27]=3)=[O:18])[C:10](=[O:22])[CH:9]=2)[CH:7]=1. Given the reactants [Cl:1][C:2]1[CH:3]=[CH:4][C:5]([C:23]#[N:24])=[C:6]([C:8]2[C:13]([O:14][CH3:15])=[CH:12][N:11]([CH:16]([CH2:20][CH3:21])[C:17](O)=[O:18])[C:10](=[O:22])[CH:9]=2)[CH:7]=1.[NH2:25][C:26]1[CH:35]=[CH:34][C:29]2[NH:30][C:31](=[O:33])[NH:32][C:28]=2[CH:27]=1, predict the reaction product.